From a dataset of TCR-epitope binding with 47,182 pairs between 192 epitopes and 23,139 TCRs. Binary Classification. Given a T-cell receptor sequence (or CDR3 region) and an epitope sequence, predict whether binding occurs between them. The epitope is WICLLQFAY. The TCR CDR3 sequence is CANQDSNTGELFF. Result: 0 (the TCR does not bind to the epitope).